From a dataset of Catalyst prediction with 721,799 reactions and 888 catalyst types from USPTO. Predict which catalyst facilitates the given reaction. (1) Reactant: Br[CH2:2][C:3]1[C:11]2[C:6](=[N:7][CH:8]=[CH:9][CH:10]=2)[N:5]([C:12]([O:14][C:15]([CH3:18])([CH3:17])[CH3:16])=[O:13])[N:4]=1.C(=O)([O-])[O-].[K+].[K+].[Si]([C:29]#[N:30])(C)(C)C.[OH-].[Na+]. Product: [C:29]([CH2:2][C:3]1[C:11]2[C:6](=[N:7][CH:8]=[CH:9][CH:10]=2)[N:5]([C:12]([O:14][C:15]([CH3:18])([CH3:17])[CH3:16])=[O:13])[N:4]=1)#[N:30]. The catalyst class is: 10. (2) Reactant: [C:9](O[C:9]([O:11][C:12]([CH3:15])(C)C)=[O:10])([O:11][C:12](C)(C)[CH3:15])=[O:10].[NH2:16][C:17]1[CH:18]=[C:19]([CH2:26][CH:27]([O:33][CH:34]([CH3:36])[CH3:35])[C:28]([O:30]CC)=[O:29])[CH:20]=[CH:21][C:22]=1[O:23][CH2:24][CH3:25].[Cl:37][C:38]1[CH:45]=[CH:44]C(CO)=[CH:40][CH:39]=1. Product: [Cl:37][C:38]1[CH:45]=[CH:44][C:15]([CH2:12][O:11][C:9]([NH:16][C:17]2[CH:18]=[C:19]([CH2:26][CH:27]([O:33][CH:34]([CH3:35])[CH3:36])[C:28]([OH:30])=[O:29])[CH:20]=[CH:21][C:22]=2[O:23][CH2:24][CH3:25])=[O:10])=[CH:40][CH:39]=1. The catalyst class is: 599. (3) Reactant: [CH3:1][O:2][C:3]1[C:17]2[C:12](=[CH:13][CH:14]=[CH:15][CH:16]=2)[NH:11][C:10]2[C:5](=[CH:6][CH:7]=[CH:8][CH:9]=2)[CH:4]=1.[O-:18][C:19]#[N:20].[Na+].C(O)(=O)C(C1C=CC=CC=1)O.[OH-].[Na+]. Product: [CH3:1][O:2][C:3]1[C:17]2[C:12](=[CH:13][CH:14]=[CH:15][CH:16]=2)[N:11]([C:19]([NH2:20])=[O:18])[C:10]2[C:5](=[CH:6][CH:7]=[CH:8][CH:9]=2)[CH:4]=1. The catalyst class is: 11. (4) Reactant: [S:1]1(=[O:7])(=[O:6])[CH:5]=[CH:4][CH2:3][CH2:2]1.C([Li])CCC.[CH2:13]([Sn:17](Cl)([CH2:22][CH2:23][CH2:24][CH3:25])[CH2:18][CH2:19][CH2:20][CH3:21])[CH2:14][CH2:15][CH3:16]. Product: [CH2:22]([Sn:17]([CH2:13][CH2:14][CH2:15][CH3:16])([CH2:18][CH2:19][CH2:20][CH3:21])[C:5]1[S:1](=[O:7])(=[O:6])[CH2:2][CH2:3][CH:4]=1)[CH2:23][CH2:24][CH3:25]. The catalyst class is: 1. (5) Reactant: [CH3:1][O:2][C:3]1[CH:41]=[CH:40][C:6]([CH2:7][N:8]([CH2:31][C:32]2[CH:37]=[CH:36][C:35]([O:38][CH3:39])=[CH:34][CH:33]=2)[C:9]2[N:14]=[C:13]([CH3:15])[N:12]=[C:11]([C:16]3[C:17]([NH:23][C:24]4[CH:25]=[CH:26][C:27]([NH2:30])=[N:28][CH:29]=4)=[N:18][CH:19]=[C:20]([Cl:22])[CH:21]=3)[N:10]=2)=[CH:5][CH:4]=1.CCN(CC)CC.Cl[C:50]([O:52][CH3:53])=[O:51].O. Product: [CH3:39][O:38][C:35]1[CH:34]=[CH:33][C:32]([CH2:31][N:8]([CH2:7][C:6]2[CH:5]=[CH:4][C:3]([O:2][CH3:1])=[CH:41][CH:40]=2)[C:9]2[N:14]=[C:13]([CH3:15])[N:12]=[C:11]([C:16]3[C:17]([NH:23][C:24]4[CH:25]=[CH:26][C:27]([NH:30][C:50](=[O:51])[O:52][CH3:53])=[N:28][CH:29]=4)=[N:18][CH:19]=[C:20]([Cl:22])[CH:21]=3)[N:10]=2)=[CH:37][CH:36]=1. The catalyst class is: 2. (6) Reactant: [H-].[Na+].[F:3][C:4]1[CH:9]=[CH:8][C:7]([CH2:10][CH2:11][O:12][C:13]2[CH:14]=[C:15]3[C:19](=[CH:20][CH:21]=2)[NH:18][CH:17]=[CH:16]3)=[CH:6][CH:5]=1.[F:22][C:23]1[CH:30]=[CH:29][C:26]([CH2:27]Br)=[CH:25][CH:24]=1. Product: [F:22][C:23]1[CH:30]=[CH:29][C:26]([CH2:27][N:18]2[C:19]3[C:15](=[CH:14][C:13]([O:12][CH2:11][CH2:10][C:7]4[CH:8]=[CH:9][C:4]([F:3])=[CH:5][CH:6]=4)=[CH:21][CH:20]=3)[CH:16]=[CH:17]2)=[CH:25][CH:24]=1. The catalyst class is: 1. (7) Reactant: C[O:2][C:3](=[O:16])[C@H:4]([CH2:9][C:10]1[CH:15]=[CH:14][CH:13]=[CH:12][CH:11]=1)[NH:5]C(=O)C. Product: [NH2:5][C@H:4]([C:3]([OH:16])=[O:2])[CH2:9][C:10]1[CH:15]=[CH:14][CH:13]=[CH:12][CH:11]=1. The catalyst class is: 33. (8) Reactant: C([O:8][C:9]1[CH:14]=[CH:13][C:12]([C:15]2[N:16]=[CH:17][N:18]([C:20]([N:22]([CH:24]3[CH2:29][CH2:28][N:27]([CH2:30][C:31]4[CH:36]=[CH:35][CH:34]=[C:33]([O:37][CH3:38])[CH:32]=4)[CH2:26][CH2:25]3)[CH3:23])=[O:21])[CH:19]=2)=[CH:11][CH:10]=1)C1C=CC=CC=1.Br.C([O-])([O-])=O.[Na+].[Na+]. Product: [OH:8][C:9]1[CH:10]=[CH:11][C:12]([C:15]2[N:16]=[CH:17][N:18]([C:20]([N:22]([CH:24]3[CH2:29][CH2:28][N:27]([CH2:30][C:31]4[CH:36]=[CH:35][CH:34]=[C:33]([O:37][CH3:38])[CH:32]=4)[CH2:26][CH2:25]3)[CH3:23])=[O:21])[CH:19]=2)=[CH:13][CH:14]=1. The catalyst class is: 4. (9) Reactant: C([Li])CCC.Br[C:7]1[CH:11]=[CH:10][S:9][C:8]=1Br.[CH3:13][Sn:14](Cl)([CH3:16])[CH3:15]. Product: [CH3:13][Sn:14]([CH3:16])([CH3:15])[C:8]1[S:9][C:10]([Sn:14]([CH3:16])([CH3:15])[CH3:13])=[CH:11][CH:7]=1. The catalyst class is: 7. (10) Reactant: S1[C:5]2[CH:6]=[CH:7][CH:8]=[CH:9][C:4]=2[C:3]([CH2:10][CH2:11][CH2:12][NH2:13])=[CH:2]1.[O:14]1[C:18]2C=CC=CC=2C(CCC#N)=C1.[OH-:27].[NH4+].C(Cl)Cl.CO. Product: [CH3:18][O:14][C:6]1[C:5]2[O:27][CH:2]=[C:3]([CH2:10][CH2:11][CH2:12][NH2:13])[C:4]=2[CH:9]=[CH:8][CH:7]=1. The catalyst class is: 8.